Dataset: NCI-60 drug combinations with 297,098 pairs across 59 cell lines. Task: Regression. Given two drug SMILES strings and cell line genomic features, predict the synergy score measuring deviation from expected non-interaction effect. (1) Drug 1: C(=O)(N)NO. Drug 2: COCCOC1=C(C=C2C(=C1)C(=NC=N2)NC3=CC=CC(=C3)C#C)OCCOC.Cl. Synergy scores: CSS=8.02, Synergy_ZIP=2.02, Synergy_Bliss=4.82, Synergy_Loewe=4.79, Synergy_HSA=2.53. Cell line: K-562. (2) Drug 1: CCCCCOC(=O)NC1=NC(=O)N(C=C1F)C2C(C(C(O2)C)O)O. Drug 2: CC1C(C(CC(O1)OC2CC(CC3=C2C(=C4C(=C3O)C(=O)C5=C(C4=O)C(=CC=C5)OC)O)(C(=O)CO)O)N)O.Cl. Cell line: LOX IMVI. Synergy scores: CSS=28.5, Synergy_ZIP=-8.75, Synergy_Bliss=-2.02, Synergy_Loewe=-65.0, Synergy_HSA=-4.20. (3) Drug 1: CC1C(C(CC(O1)OC2CC(CC3=C2C(=C4C(=C3O)C(=O)C5=C(C4=O)C(=CC=C5)OC)O)(C(=O)CO)O)N)O.Cl. Drug 2: CC1=C(C(=O)C2=C(C1=O)N3CC4C(C3(C2COC(=O)N)OC)N4)N. Cell line: HCT-15. Synergy scores: CSS=40.5, Synergy_ZIP=5.70, Synergy_Bliss=7.41, Synergy_Loewe=-18.5, Synergy_HSA=-1.52.